This data is from Forward reaction prediction with 1.9M reactions from USPTO patents (1976-2016). The task is: Predict the product of the given reaction. (1) Given the reactants C(O[CH2:9][C:10]1[N:15]=[C:14]([NH2:16])[N:13]=[C:12]([NH2:17])[C:11]=1[C:18]1[CH:23]=[CH:22][C:21]([NH:24][CH2:25][C:26]2[CH:31]=[CH:30][C:29]([S:32]([CH3:35])(=[O:34])=[O:33])=[CH:28][CH:27]=2)=[CH:20][CH:19]=1)C1C=CC=CC=1.[BrH:36], predict the reaction product. The product is: [Br:36][CH2:9][C:10]1[N:15]=[C:14]([NH2:16])[N:13]=[C:12]([NH2:17])[C:11]=1[C:18]1[CH:23]=[CH:22][C:21]([NH:24][CH2:25][C:26]2[CH:31]=[CH:30][C:29]([S:32]([CH3:35])(=[O:34])=[O:33])=[CH:28][CH:27]=2)=[CH:20][CH:19]=1. (2) Given the reactants C([O:5][C:6]([N:8]1[CH2:13][CH2:12][CH:11]([CH:14]([NH:27][CH3:28])[C@@:15]2([CH3:26])[O:19][C:18]3=[N:20][C:21]([N+:23]([O-:25])=[O:24])=[CH:22][N:17]3[CH2:16]2)[CH2:10][CH2:9]1)=[O:7])(C)(C)C.FC(F)(F)C(O)=O.[F:36][C:37]([F:47])([F:46])[C:38]1[CH:45]=[CH:44][C:41]([CH2:42]O)=[CH:40][CH:39]=1.C(N1C=CN=C1)(N1C=CN=C1)=O, predict the reaction product. The product is: [F:36][C:37]([F:46])([F:47])[C:38]1[CH:45]=[CH:44][C:41]([CH2:42][O:5][C:6]([N:8]2[CH2:13][CH2:12][CH:11]([CH:14]([NH:27][CH3:28])[C@@:15]3([CH3:26])[O:19][C:18]4=[N:20][C:21]([N+:23]([O-:25])=[O:24])=[CH:22][N:17]4[CH2:16]3)[CH2:10][CH2:9]2)=[O:7])=[CH:40][CH:39]=1. (3) Given the reactants [BH4-].[Na+].[F:3][C:4]1[CH:9]=[CH:8][C:7]([CH:10]([NH:23][C:24](=[O:30])[O:25][C:26]([CH3:29])([CH3:28])[CH3:27])[C:11](=[O:22])[C:12]2[CH:13]=[CH:14][CH:15]=[C:16]3[C:21]=2[N:20]=[CH:19][CH:18]=[CH:17]3)=[CH:6][CH:5]=1.P([O-])(O)(O)=O.[Na+], predict the reaction product. The product is: [F:3][C:4]1[CH:9]=[CH:8][C:7]([CH:10]([NH:23][C:24](=[O:30])[O:25][C:26]([CH3:28])([CH3:27])[CH3:29])[CH:11]([OH:22])[C:12]2[CH:13]=[CH:14][CH:15]=[C:16]3[C:21]=2[N:20]=[CH:19][CH:18]=[CH:17]3)=[CH:6][CH:5]=1.